From a dataset of Forward reaction prediction with 1.9M reactions from USPTO patents (1976-2016). Predict the product of the given reaction. (1) The product is: [CH2:1]([C:5]1[N:6]=[C:7]([S:12][CH3:13])[N:8]=[C:9]([N:23]2[CH2:28][CH2:27][O:26][CH2:25][CH2:24]2)[CH:10]=1)[CH2:2][CH:3]=[CH2:4]. Given the reactants [CH2:1]([C:5]1[CH:10]=[C:9](Cl)[N:8]=[C:7]([S:12][CH3:13])[N:6]=1)[CH2:2][CH:3]=[CH2:4].CCN(C(C)C)C(C)C.[NH:23]1[CH2:28][CH2:27][O:26][CH2:25][CH2:24]1, predict the reaction product. (2) The product is: [CH3:7][O:8][C:9]1[CH:10]=[CH:11][C:12]([CH:15]([CH2:18][CH2:19][C:20]2[CH:25]=[CH:24][CH:23]=[CH:22][CH:21]=2)[CH2:16][NH2:17])=[CH:13][CH:14]=1. Given the reactants [H-].[Al+3].[Li+].[H-].[H-].[H-].[CH3:7][O:8][C:9]1[CH:14]=[CH:13][C:12]([CH:15]([CH2:18][CH2:19][C:20]2[CH:25]=[CH:24][CH:23]=[CH:22][CH:21]=2)[C:16]#[N:17])=[CH:11][CH:10]=1.C(C(C(C([O-])=O)O)O)([O-])=O.[Na+].[K+], predict the reaction product. (3) Given the reactants Br[C:2]1[CH:3]=[C:4]([CH:8]([C:19]2[CH:24]=[CH:23][CH:22]=[CH:21][C:20]=2[CH3:25])[CH2:9][C:10]([C:12]2[CH:17]=[CH:16][N:15]=[C:14]([CH3:18])[CH:13]=2)=[O:11])[CH:5]=[CH:6][CH:7]=1.[C:26]([C:29]1[CH:30]=[C:31](B(O)O)[CH:32]=[CH:33][CH:34]=1)([OH:28])=[O:27], predict the reaction product. The product is: [CH3:18][C:14]1[CH:13]=[C:12]([C:10](=[O:11])[CH2:9][CH:8]([C:4]2[CH:3]=[C:2]([C:31]3[CH:32]=[CH:33][CH:34]=[C:29]([C:26]([OH:28])=[O:27])[CH:30]=3)[CH:7]=[CH:6][CH:5]=2)[C:19]2[CH:24]=[CH:23][CH:22]=[CH:21][C:20]=2[CH3:25])[CH:17]=[CH:16][N:15]=1. (4) Given the reactants Cl[C:2]1[N:7]=[C:6]([S:8][CH3:9])[N:5]=[C:4]([NH:10][C:11](=[O:13])[CH3:12])[CH:3]=1.[NH:14]1[CH2:19][CH2:18][CH:17]([NH:20][C:21](=[O:27])[O:22][C:23]([CH3:26])([CH3:25])[CH3:24])[CH2:16][CH2:15]1, predict the reaction product. The product is: [C:11]([NH:10][C:4]1[N:5]=[C:6]([S:8][CH3:9])[N:7]=[C:2]([N:14]2[CH2:15][CH2:16][CH:17]([NH:20][C:21](=[O:27])[O:22][C:23]([CH3:25])([CH3:24])[CH3:26])[CH2:18][CH2:19]2)[CH:3]=1)(=[O:13])[CH3:12].